This data is from Reaction yield outcomes from USPTO patents with 853,638 reactions. The task is: Predict the reaction yield, written as a fraction of the theoretical maximum amount of product (1.0 means a 100% yield; for example, 0.34 means a 34% yield). (1) The reactants are [F:1][C:2]1[CH:7]=[CH:6][C:5]([C:8]2[O:9][C:10]3[C:11](=[C:13]([C:17]([O:19]C)=[O:18])[CH:14]=[CH:15][CH:16]=3)[N:12]=2)=[CH:4][CH:3]=1.[OH-].[Na+].O.Cl. The catalyst is C1COCC1. The product is [F:1][C:2]1[CH:3]=[CH:4][C:5]([C:8]2[O:9][C:10]3[C:11](=[C:13]([C:17]([OH:19])=[O:18])[CH:14]=[CH:15][CH:16]=3)[N:12]=2)=[CH:6][CH:7]=1. The yield is 0.790. (2) The reactants are [Cl:1][C:2]1[CH:7]=[CH:6][C:5]([S:8]([NH:11][C:12]2[C:13]([C:19]([OH:21])=O)=[N:14][CH:15]=[C:16]([CH3:18])[CH:17]=2)(=[O:10])=[O:9])=[CH:4][C:3]=1[C:22]([F:25])([F:24])[F:23].Cl.[CH3:27][O:28][NH:29][CH3:30]. The catalyst is C1COCC1. The product is [CH3:27][O:28][N:29]([CH3:30])[C:19]([C:13]1[C:12]([NH:11][S:8]([C:5]2[CH:6]=[CH:7][C:2]([Cl:1])=[C:3]([C:22]([F:25])([F:23])[F:24])[CH:4]=2)(=[O:10])=[O:9])=[CH:17][C:16]([CH3:18])=[CH:15][N:14]=1)=[O:21]. The yield is 0.840. (3) The reactants are C(O[C:4](=[O:10])[NH:5][C:6](=[O:9])[CH2:7]Cl)C.[Br:11][C:12]1[CH:17]=[CH:16][C:15]([NH2:18])=[CH:14][C:13]=1[CH3:19].CN(C)C1C=CC=CC=1. No catalyst specified. The product is [Br:11][C:12]1[CH:17]=[CH:16][C:15]([N:18]2[CH2:7][C:6](=[O:9])[NH:5][C:4]2=[O:10])=[CH:14][C:13]=1[CH3:19]. The yield is 0.540. (4) The reactants are Br[C:2]1[CH:3]=[C:4]([O:9][CH2:10][C:11]2[C:16]([F:17])=[CH:15][CH:14]=[C:13]([F:18])[C:12]=2[Cl:19])[C:5]([NH2:8])=[N:6][CH:7]=1.CC1(C)C(C)(C)OB([C:28]2[CH:33]=[CH:32][C:31]([NH:34][S:35]([CH2:38][CH2:39][N:40]([CH2:43][CH3:44])[CH2:41][CH3:42])(=[O:37])=[O:36])=[CH:30][CH:29]=2)O1. No catalyst specified. The product is [NH2:8][C:5]1[N:6]=[CH:7][C:2]([C:28]2[CH:33]=[CH:32][C:31]([NH:34][S:35]([CH2:38][CH2:39][N:40]([CH2:43][CH3:44])[CH2:41][CH3:42])(=[O:36])=[O:37])=[CH:30][CH:29]=2)=[CH:3][C:4]=1[O:9][CH2:10][C:11]1[C:16]([F:17])=[CH:15][CH:14]=[C:13]([F:18])[C:12]=1[Cl:19]. The yield is 0.600. (5) The reactants are [NH2:1][C:2]1[CH:10]=[C:9]([O:11][CH3:12])[CH:8]=[C:7]([O:13][CH3:14])[C:3]=1[C:4]([NH2:6])=[O:5].[OH:15][CH2:16][CH2:17][N:18]([CH2:27][CH2:28][OH:29])[C:19]1[CH:26]=[CH:25][C:22]([CH:23]=O)=[CH:21][CH:20]=1.COC1C=C(OC)C=C2C=1C(=O)NC(C1C=CC=CN=1)=N2. No catalyst specified. The product is [OH:15][CH2:16][CH2:17][N:18]([CH2:27][CH2:28][OH:29])[C:19]1[CH:26]=[CH:25][C:22]([C:23]2[NH:6][C:4](=[O:5])[C:3]3[C:2](=[CH:10][C:9]([O:11][CH3:12])=[CH:8][C:7]=3[O:13][CH3:14])[N:1]=2)=[CH:21][CH:20]=1. The yield is 0.410. (6) The reactants are CC(C)([O-])C.[K+].O1CCCC1.[Br:12][C:13]1[NH:18][C:17](=[O:19])[CH:16]=[CH:15][CH:14]=1.C(=O)([O-])[O-].[K+].[K+].Br[CH2:27][CH:28]1[CH2:31][CH2:30][CH2:29]1. The catalyst is C(COC)OC. The product is [Br:12][C:13]1[N:18]([CH2:27][CH:28]2[CH2:31][CH2:30][CH2:29]2)[C:17](=[O:19])[CH:16]=[CH:15][CH:14]=1. The yield is 0.350. (7) The reactants are [CH3:1][C:2]1[N:3]=[CH:4][N:5]([C:7]2[C:12]([N+:13]([O-])=O)=[C:11]([NH2:16])[CH:10]=[CH:9][N:8]=2)[CH:6]=1. The catalyst is CO.[Pd]. The product is [CH3:1][C:2]1[N:3]=[CH:4][N:5]([C:7]2[C:12]([NH2:13])=[C:11]([NH2:16])[CH:10]=[CH:9][N:8]=2)[CH:6]=1. The yield is 0.827.